Dataset: Forward reaction prediction with 1.9M reactions from USPTO patents (1976-2016). Task: Predict the product of the given reaction. (1) Given the reactants C([C:4]1([CH2:10][N:11]([CH2:19][C:20]2[CH:25]=[CH:24][CH:23]=[CH:22][CH:21]=2)[CH2:12][C:13]2[CH:18]=[CH:17][CH:16]=[CH:15][CH:14]=2)[CH2:8][CH2:7][O:6][C:5]1=[O:9])(=O)C.[OH-].[Na+], predict the reaction product. The product is: [CH2:12]([N:11]([CH2:10][CH:4]1[CH2:8][CH2:7][O:6][C:5]1=[O:9])[CH2:19][C:20]1[CH:21]=[CH:22][CH:23]=[CH:24][CH:25]=1)[C:13]1[CH:14]=[CH:15][CH:16]=[CH:17][CH:18]=1. (2) Given the reactants [NH2:1][C@@H:2]([CH2:11][C@H:12]([CH3:17])[CH2:13][CH2:14][CH2:15][CH3:16])[CH2:3][C:4]([O:6]C(C)(C)C)=[O:5].[ClH:18], predict the reaction product. The product is: [ClH:18].[NH2:1][C@@H:2]([CH2:11][C@H:12]([CH3:17])[CH2:13][CH2:14][CH2:15][CH3:16])[CH2:3][C:4]([OH:6])=[O:5]. (3) Given the reactants [N+:1]([C:4]1[CH:13]=[CH:12][C:7]([C:8]([NH:10][NH2:11])=[O:9])=[CH:6][CH:5]=1)([O-:3])=[O:2].[C:14](OC)(OC)(OC)[CH3:15], predict the reaction product. The product is: [CH3:14][C:15]1[O:9][C:8]([C:7]2[CH:12]=[CH:13][C:4]([N+:1]([O-:3])=[O:2])=[CH:5][CH:6]=2)=[N:10][N:11]=1. (4) Given the reactants C(OC([N:8]1[CH2:13][CH2:12][CH:11]([O:14][C:15]2[CH:20]=[CH:19][C:18]([Cl:21])=[CH:17][C:16]=2[CH:22]2[CH2:27][C:26](=[O:28])[NH:25][CH:24]([C:29]3[CH:34]=[C:33]([F:35])[CH:32]=[CH:31][C:30]=3[CH3:36])[C:23]32[C:44]2[C:39](=[CH:40][C:41]([Cl:45])=[CH:42][CH:43]=2)[NH:38][C:37]3=[O:46])[CH2:10][CH2:9]1)=O)(C)(C)C, predict the reaction product. The product is: [Cl:45][C:41]1[CH:40]=[C:39]2[NH:38][C:37](=[O:46])[C:23]3([CH:22]([C:16]4[CH:17]=[C:18]([Cl:21])[CH:19]=[CH:20][C:15]=4[O:14][CH:11]4[CH2:12][CH2:13][NH:8][CH2:9][CH2:10]4)[CH2:27][C:26](=[O:28])[NH:25][CH:24]3[C:29]3[CH:34]=[C:33]([F:35])[CH:32]=[CH:31][C:30]=3[CH3:36])[C:44]2=[CH:43][CH:42]=1. (5) Given the reactants [C:1]([C:5]1[CH:6]=[C:7]2[C:12](=[CH:13][CH:14]=1)[N:11]=[CH:10][CH:9]=[CH:8]2)([CH3:4])([CH3:3])[CH3:2].C1C=C(Cl)C=C(C(OO)=[O:23])C=1, predict the reaction product. The product is: [C:1]([C:5]1[CH:6]=[C:7]2[C:12](=[CH:13][CH:14]=1)[N+:11]([O-:23])=[CH:10][CH:9]=[CH:8]2)([CH3:4])([CH3:2])[CH3:3].